From a dataset of Forward reaction prediction with 1.9M reactions from USPTO patents (1976-2016). Predict the product of the given reaction. (1) Given the reactants Cl[C:2]1[N:11]=[C:10](Cl)[C:9]2[C:4](=[CH:5][CH:6]=[CH:7][CH:8]=2)[N:3]=1.[CH3:13][N:14]([CH3:23])[C:15]1[CH:22]=[CH:21][C:18]([CH2:19][NH2:20])=[CH:17][CH:16]=1.[F:24][C:25]1[CH:26]=[C:27]([CH:30]=[CH:31][C:32]=1[F:33])[CH2:28][NH2:29], predict the reaction product. The product is: [F:24][C:25]1[CH:26]=[C:27]([CH:30]=[CH:31][C:32]=1[F:33])[CH2:28][NH:29][C:2]1[N:11]=[C:10]([NH:20][CH2:19][C:18]2[CH:21]=[CH:22][C:15]([N:14]([CH3:23])[CH3:13])=[CH:16][CH:17]=2)[C:9]2[C:4](=[CH:5][CH:6]=[CH:7][CH:8]=2)[N:3]=1. (2) Given the reactants Cl.[O:2]1[CH2:6][CH2:5][CH:4]([CH2:7][NH2:8])[CH2:3]1.C(N(CC)CC)C.[O:16]([C:23]1[CH:39]=[CH:38][C:26]([CH2:27][O:28][CH2:29][C:30]2[O:34][N:33]=[C:32]([C:35](O)=[O:36])[CH:31]=2)=[CH:25][CH:24]=1)[C:17]1[CH:22]=[CH:21][CH:20]=[CH:19][CH:18]=1.ON1C2C=CC=CC=2N=N1.Cl.C(N=C=NCCCN(C)C)C.Cl, predict the reaction product. The product is: [O:2]1[CH2:6][CH2:5][CH:4]([CH2:7][NH:8][C:35]([C:32]2[CH:31]=[C:30]([CH2:29][O:28][CH2:27][C:26]3[CH:38]=[CH:39][C:23]([O:16][C:17]4[CH:22]=[CH:21][CH:20]=[CH:19][CH:18]=4)=[CH:24][CH:25]=3)[O:34][N:33]=2)=[O:36])[CH2:3]1. (3) Given the reactants [C:1]([O:5][C:6]([N:8]1[CH2:13][CH2:12][CH:11]([CH:14]([N:17]2[CH2:22][CH2:21][CH:20]([C:23]3[C:31]4[C:26](=[CH:27][CH:28]=[CH:29][CH:30]=4)[NH:25][CH:24]=3)[CH2:19][CH2:18]2)[CH2:15]O)[CH2:10][CH2:9]1)=[O:7])([CH3:4])([CH3:3])[CH3:2].C[CH2:33][N:34](CC)[CH2:35]C.CS(Cl)(=O)=O.Cl.CNC, predict the reaction product. The product is: [C:1]([O:5][C:6]([N:8]1[CH2:13][CH2:12][CH:11]([CH:14]([N:17]2[CH2:18][CH2:19][CH:20]([C:23]3[C:31]4[C:26](=[CH:27][CH:28]=[CH:29][CH:30]=4)[NH:25][CH:24]=3)[CH2:21][CH2:22]2)[CH2:15][N:34]([CH3:35])[CH3:33])[CH2:10][CH2:9]1)=[O:7])([CH3:4])([CH3:3])[CH3:2]. (4) Given the reactants [CH3:1][O:2][C:3]1[CH:10]=[C:9]([O:11][CH3:12])[CH:8]=[CH:7][C:4]=1[CH:5]=O.[NH2:13][CH2:14][C@H:15]([OH:17])[CH3:16].C(O)(=O)C.C(O[BH-](OC(=O)C)OC(=O)C)(=O)C.[Na+].[OH-].[Na+], predict the reaction product. The product is: [CH3:1][O:2][C:3]1[CH:10]=[C:9]([O:11][CH3:12])[CH:8]=[CH:7][C:4]=1[CH2:5][NH:13][CH2:14][C@H:15]([OH:17])[CH3:16]. (5) Given the reactants [CH:1](O)=[O:2].C(OC(=O)C)(=O)C.[CH2:11]([O:18][NH:19][CH2:20][C@@H:21]([CH2:25][CH2:26][CH2:27][CH2:28][CH:29]=[CH2:30])[C:22]([OH:24])=[O:23])[C:12]1[CH:17]=[CH:16][CH:15]=[CH:14][CH:13]=1, predict the reaction product. The product is: [CH:1]([N:19]([CH2:20][C@@H:21]([CH2:25][CH2:26][CH2:27][CH2:28][CH:29]=[CH2:30])[C:22]([OH:24])=[O:23])[O:18][CH2:11][C:12]1[CH:17]=[CH:16][CH:15]=[CH:14][CH:13]=1)=[O:2]. (6) The product is: [Cl:1][C:2]1[CH:10]=[CH:9][C:8]2[N:7]([CH2:11]/[C:12](/[C:14]3[CH:19]=[CH:18][C:17]([F:20])=[CH:16][CH:15]=3)=[CH:21]/[CH2:22][CH2:23][OH:30])[C:6]3[CH2:24][CH2:25][N:26]([CH3:28])[CH2:27][C:5]=3[C:4]=2[CH:3]=1. Given the reactants [Cl:1][C:2]1[CH:10]=[CH:9][C:8]2[N:7]([CH2:11][C:12]([CH:21]3[CH2:23][CH2:22]3)([C:14]3[CH:19]=[CH:18][C:17]([F:20])=[C:16]=[C:15]=3)O)[C:6]3[CH2:24][CH2:25][N:26]([CH3:28])[CH2:27][C:5]=3[C:4]=2[CH:3]=1.S(=O)(=O)(O)[OH:30], predict the reaction product. (7) Given the reactants [CH3:1][O:2][C:3]1[CH:4]=[C:5]([CH:8]=[CH:9][C:10]=1[O:11][CH2:12][C:13]1[CH:18]=[CH:17][CH:16]=[CH:15][CH:14]=1)[C:6]#[N:7].[N+:19]([O-])([OH:21])=[O:20].[K], predict the reaction product. The product is: [N+:19]([C:8]1[CH:9]=[C:10]([O:11][CH2:12][C:13]2[CH:18]=[CH:17][CH:16]=[CH:15][CH:14]=2)[C:3]([O:2][CH3:1])=[CH:4][C:5]=1[C:6]#[N:7])([O-:21])=[O:20]. (8) Given the reactants [Cl:1][C:2]1[CH:7]=[CH:6][C:5]([C@@:8]2([O:19][CH3:20])[C@H:13]([OH:14])[C@@H:12]([OH:15])[C@H:11]([OH:16])[C@@H:10]([CH2:17][OH:18])[O:9]2)=[CH:4][C:3]=1[CH2:21][C:22]1[CH:27]=[CH:26][C:25]([O:28][CH2:29][C:30]([F:33])([F:32])[F:31])=[CH:24][CH:23]=1.[CH3:34][C:35]([Si:38](Cl)([CH3:40])[CH3:39])([CH3:37])[CH3:36].N1C=CC=CC=1, predict the reaction product. The product is: [Si:38]([O:18][CH2:17][C@H:10]1[O:9][C@:8]([C:5]2[CH:6]=[CH:7][C:2]([Cl:1])=[C:3]([CH2:21][C:22]3[CH:27]=[CH:26][C:25]([O:28][CH2:29][C:30]([F:33])([F:31])[F:32])=[CH:24][CH:23]=3)[CH:4]=2)([O:19][CH3:20])[C@H:13]([OH:14])[C@@H:12]([OH:15])[C@@H:11]1[OH:16])([C:35]([CH3:37])([CH3:36])[CH3:34])([CH3:40])[CH3:39]. (9) The product is: [CH2:1]([O:8][CH2:9][C@@H:10]1[O:14][CH2:15][C:16]2=[N:17][O:18][CH2:13][C@@H:12]2[CH2:11]1)[C:2]1[CH:7]=[CH:6][CH:5]=[CH:4][CH:3]=1. Given the reactants [CH2:1]([O:8][CH2:9][C@H:10]([O:14][CH2:15][CH:16]=[N:17][OH:18])[CH2:11][CH:12]=[CH2:13])[C:2]1[CH:7]=[CH:6][CH:5]=[CH:4][CH:3]=1.C(N(CC)CC)C.Cl[O-].[Na+], predict the reaction product.